Dataset: Forward reaction prediction with 1.9M reactions from USPTO patents (1976-2016). Task: Predict the product of the given reaction. (1) Given the reactants [CH:1]1([C:4]2[N:9]=[CH:8][C:7]([C:10]3[CH:15]=[CH:14][N:13]=[C:12]([C:16]([NH:18][C:19]4[CH:24]=[CH:23][CH:22]=[C:21]([C:25]([NH:27][NH2:28])=O)[N:20]=4)=[O:17])[CH:11]=3)=[CH:6][CH:5]=2)[CH2:3][CH2:2]1.[CH3:29]N(C)C=O.CN(C)C(=O)C.[CH3:40][O:41][CH2:42][C@@H:43]([NH2:45])[CH3:44].C(O)(=O)C, predict the reaction product. The product is: [CH:1]1([C:4]2[N:9]=[CH:8][C:7]([C:10]3[CH:15]=[CH:14][N:13]=[C:12]([C:16]([NH:18][C:19]4[CH:24]=[CH:23][CH:22]=[C:21]([C:25]5[N:45]([C@@H:43]([CH3:44])[CH2:42][O:41][CH3:40])[CH:29]=[N:28][N:27]=5)[N:20]=4)=[O:17])[CH:11]=3)=[CH:6][CH:5]=2)[CH2:2][CH2:3]1. (2) Given the reactants [NH2:1][C:2]1[S:6][C:5]2[CH2:7][CH2:8][CH2:9][CH2:10][C:4]=2[C:3]=1[C:11]([NH:13][CH3:14])=[O:12].C(=O)([O-])[O-].[K+].[K+].[Cl:21][CH2:22][CH2:23][C:24](Cl)=[O:25].CCCCCCC, predict the reaction product. The product is: [Cl:21][CH2:22][CH2:23][C:24]([NH:1][C:2]1[S:6][C:5]2[CH2:7][CH2:8][CH2:9][CH2:10][C:4]=2[C:3]=1[C:11]([NH:13][CH3:14])=[O:12])=[O:25]. (3) Given the reactants [Br:1][C:2]1[C:11]2[C:10]([CH3:13])([CH3:12])[CH2:9][CH2:8][CH2:7][C:6]=2[CH:5]=[C:4]([CH:14]([OH:16])[CH3:15])[C:3]=1[O:17][CH3:18].Cl.CN(C)CCCN=C=NCC.[C:31](OC(=O)C)(=[O:33])[CH3:32], predict the reaction product. The product is: [Br:1][C:2]1[C:11]2[C:10]([CH3:13])([CH3:12])[CH2:9][CH2:8][CH2:7][C:6]=2[CH:5]=[C:4]([CH:14]([O:16][C:31](=[O:33])[CH3:32])[CH3:15])[C:3]=1[O:17][CH3:18]. (4) Given the reactants FC(F)(F)S([O-])(=O)=O.C([O:16][C:17](=[O:34])[CH2:18][CH2:19][N+:20]1[C:33]2[C:28](=[CH:29][CH:30]=[CH:31][CH:32]=2)[CH:27]=[C:26]2[C:21]=1[CH:22]=[CH:23][CH:24]=[CH:25]2)C1C=CC=CC=1.[BrH:35], predict the reaction product. The product is: [Br-:35].[C:17]([CH2:18][CH2:19][N+:20]1[C:33]2[C:28](=[CH:29][CH:30]=[CH:31][CH:32]=2)[CH:27]=[C:26]2[C:21]=1[CH:22]=[CH:23][CH:24]=[CH:25]2)([OH:34])=[O:16]. (5) Given the reactants Cl[C:2](OC1C=CC=CC=1)=[O:3].[CH3:11][O:12][C:13]1[CH:18]=[CH:17][CH:16]=[CH:15][C:14]=1[C:19]1[N:24]=[CH:23][N:22]=[C:21]([NH2:25])[CH:20]=1.CCN(C(C)C)C(C)C.Cl.[CH2:36]([O:38][C:39](=[O:42])[CH2:40][NH2:41])[CH3:37], predict the reaction product. The product is: [CH2:36]([O:38][C:39](=[O:42])[CH2:40][NH:41][C:2]([NH:25][C:21]1[CH:20]=[C:19]([C:14]2[CH:15]=[CH:16][CH:17]=[CH:18][C:13]=2[O:12][CH3:11])[N:24]=[CH:23][N:22]=1)=[O:3])[CH3:37]. (6) Given the reactants [Cl:1][C:2]1[CH:7]=[CH:6][C:5]([CH:8]2[C:12]3[N:13]([CH:22]([CH3:24])[CH3:23])[C:14]([C:16]4[CH2:17][CH2:18][NH:19][CH2:20][CH:21]=4)=[N:15][C:11]=3[C:10](=[O:25])[N:9]2[C:26]2[CH:27]=[C:28]([CH3:36])[C:29]3[N:30]([C:32]([CH3:35])=[N:33][N:34]=3)[CH:31]=2)=[CH:4][CH:3]=1.[CH3:37][S:38](O[S:38]([CH3:37])(=[O:40])=[O:39])(=[O:40])=[O:39].C([O-])(O)=O.[Na+], predict the reaction product. The product is: [Cl:1][C:2]1[CH:7]=[CH:6][C:5]([CH:8]2[C:12]3[N:13]([CH:22]([CH3:24])[CH3:23])[C:14]([C:16]4[CH2:17][CH2:18][N:19]([S:38]([CH3:37])(=[O:40])=[O:39])[CH2:20][CH:21]=4)=[N:15][C:11]=3[C:10](=[O:25])[N:9]2[C:26]2[CH:27]=[C:28]([CH3:36])[C:29]3[N:30]([C:32]([CH3:35])=[N:33][N:34]=3)[CH:31]=2)=[CH:4][CH:3]=1. (7) Given the reactants C([O:5][C:6]([CH:8]1[CH:12]([C:13]2[CH:18]=[CH:17][CH:16]=[C:15]([Cl:19])[C:14]=2[F:20])[C:11]([C:23]2[CH:28]=[CH:27][C:26]([Cl:29])=[CH:25][C:24]=2[F:30])([C:21]#[N:22])[CH:10]([CH2:31][C:32]2([CH2:36][CH3:37])[CH2:35][O:34][CH2:33]2)[NH:9]1)=[O:7])(C)(C)C.[F:38][C:39]([F:44])([F:43])[C:40]([OH:42])=[O:41], predict the reaction product. The product is: [F:38][C:39]([F:44])([F:43])[C:40]([OH:42])=[O:41].[Cl:19][C:15]1[C:14]([F:20])=[C:13]([CH:12]2[C:11]([C:23]3[CH:28]=[CH:27][C:26]([Cl:29])=[CH:25][C:24]=3[F:30])([C:21]#[N:22])[CH:10]([CH2:31][C:32]3([CH2:36][CH3:37])[CH2:33][O:34][CH2:35]3)[NH:9][CH:8]2[C:6]([OH:7])=[O:5])[CH:18]=[CH:17][CH:16]=1.